This data is from Reaction yield outcomes from USPTO patents with 853,638 reactions. The task is: Predict the reaction yield, written as a fraction of the theoretical maximum amount of product (1.0 means a 100% yield; for example, 0.34 means a 34% yield). (1) The reactants are [OH-].[Na+].[Cl:3][C:4]1[CH:5]=[C:6]2[C:12]3=[CH:13][C:14]4[C:22](=[CH:23][C:11]3=[N:10][C:7]2=[CH:8][CH:9]=1)[C:21]1[C:16](=[CH:17][CH:18]=[C:19]([Cl:24])[CH:20]=1)[N:15]=4.Br[CH2:26][CH2:27][CH2:28][CH2:29][CH2:30][CH2:31][CH2:32][CH2:33][CH2:34][CH2:35][CH2:36][CH3:37].CO. The catalyst is [Cl-].C([N+](CC)(CC)CC)C1C=CC=CC=1.CS(C)=O. The product is [Cl:24][C:19]1[CH:20]=[C:21]2[C:22]3=[CH:23][C:11]4[N:10]([CH2:26][CH2:27][CH2:28][CH2:29][CH2:30][CH2:31][CH2:32][CH2:33][CH2:34][CH2:35][CH2:36][CH3:37])[C:7]5[C:6]([C:12]=4[CH:13]=[C:14]3[N:15]([CH2:19][CH2:20][CH2:21][CH2:22][CH2:23][CH2:11][CH2:12][CH2:6][CH2:5][CH2:4][CH2:9][CH3:8])[C:16]2=[CH:17][CH:18]=1)=[CH:5][C:4]([Cl:3])=[CH:9][CH:8]=5. The yield is 0.880. (2) The reactants are Br[CH2:2][C:3]1[CH:8]=[CH:7][C:6]([C:9]2[CH:10]=[C:11]([C:21]([NH:23][CH2:24][C:25]3[C:26](=[O:33])[NH:27][C:28]([CH3:32])=[CH:29][C:30]=3[CH3:31])=[O:22])[C:12]3[CH:17]=[N:16][N:15]([CH:18]([CH3:20])[CH3:19])[C:13]=3[N:14]=2)=[CH:5][CH:4]=1.[CH3:34][N:35]([CH3:41])[CH2:36][CH2:37][CH2:38][NH:39][CH3:40]. The catalyst is CN(C=O)C. The product is [CH3:31][C:30]1[CH:29]=[C:28]([CH3:32])[NH:27][C:26](=[O:33])[C:25]=1[CH2:24][NH:23][C:21]([C:11]1[C:12]2[CH:17]=[N:16][N:15]([CH:18]([CH3:20])[CH3:19])[C:13]=2[N:14]=[C:9]([C:6]2[CH:5]=[CH:4][C:3]([CH2:2][N:39]([CH2:38][CH2:37][CH2:36][N:35]([CH3:41])[CH3:34])[CH3:40])=[CH:8][CH:7]=2)[CH:10]=1)=[O:22]. The yield is 0.300. (3) The reactants are [CH3:1][C:2]([CH3:7])([CH2:5][OH:6])[CH2:3][OH:4].[S:8](Cl)(Cl)=[O:9].O. The catalyst is C(OCC)C. The product is [CH3:1][C:2]1([CH3:7])[CH2:5][O:6][S:8](=[O:9])[O:4][CH2:3]1. The yield is 0.820. (4) The reactants are [C:1]([O:5][C:6]([N:8]1[CH2:13][CH2:12][C:11]2[N:14]([CH3:24])[C:15]([C:17]3[CH:22]=[CH:21][N:20]=[C:19]([NH2:23])[N:18]=3)=[CH:16][C:10]=2[C:9]1=[O:25])=[O:7])([CH3:4])([CH3:3])[CH3:2].[CH3:26][C:27]1[CH:28]=[C:29]([C:32](Cl)=[O:33])[S:30][CH:31]=1. The catalyst is N1C=CC=CC=1.CN(C1C=CN=CC=1)C. The product is [C:1]([O:5][C:6]([N:8]1[CH2:13][CH2:12][C:11]2[N:14]([CH3:24])[C:15]([C:17]3[CH:22]=[CH:21][N:20]=[C:19]([NH:23][C:32]([C:29]4[S:30][CH:31]=[C:27]([CH3:26])[CH:28]=4)=[O:33])[N:18]=3)=[CH:16][C:10]=2[C:9]1=[O:25])=[O:7])([CH3:4])([CH3:3])[CH3:2]. The yield is 0.850. (5) The reactants are [NH2:1][C:2]1[CH:7]=[CH:6][CH:5]=[CH:4][C:3]=1[CH2:8][S:9]([O-:12])(=O)=[O:10].[Na+]. The catalyst is O=P(Cl)(Cl)Cl. The product is [NH:1]1[C:2]2[CH:7]=[CH:6][CH:5]=[CH:4][C:3]=2[CH2:8][S:9]1(=[O:12])=[O:10]. The yield is 0.360. (6) The reactants are [P:1]([O-:43])([O-:42])([O:3][C:4](C(C)(C)C)(C(C)(C)C)[N:5]1[CH:10]=[CH:9][C:8]([NH:11][C:12](=[O:32])[C:13]2[CH:18]=[CH:17][C:16]([C:19]([F:22])([F:21])[F:20])=[CH:15][C:14]=2[O:23][C:24]2[CH:29]=[CH:28][C:27]([F:30])=[CH:26][C:25]=2[CH3:31])=[CH:7][C:6]1=[O:33])=[O:2].O. The catalyst is C(#N)C.C(O)(=O)C. The product is [P:1]([OH:43])([OH:42])([O:3][CH2:4][N:5]1[CH:10]=[CH:9][C:8]([NH:11][C:12](=[O:32])[C:13]2[CH:18]=[CH:17][C:16]([C:19]([F:20])([F:22])[F:21])=[CH:15][C:14]=2[O:23][C:24]2[CH:29]=[CH:28][C:27]([F:30])=[CH:26][C:25]=2[CH3:31])=[CH:7][C:6]1=[O:33])=[O:2]. The yield is 0.884. (7) The reactants are [Cl:1][C:2]1[CH:7]=[CH:6][C:5]([CH2:8][OH:9])=[C:4]([F:10])[CH:3]=1.Cl[C:12]1[CH:17]=[C:16](I)[CH:15]=[CH:14][N:13]=1.C([O-])([O-])=[O:20].[Cs+].[Cs+].N1C2C(=CC=C3C=2N=CC=C3)C=CC=1. The catalyst is C1(C)C=CC=CC=1.[Cu]I.C(O)=O.O. The product is [Cl:1][C:2]1[CH:7]=[CH:6][C:5]([CH2:8][O:9][C:16]2[CH:15]=[CH:14][NH:13][C:12](=[O:20])[CH:17]=2)=[C:4]([F:10])[CH:3]=1. The yield is 0.280.